This data is from Forward reaction prediction with 1.9M reactions from USPTO patents (1976-2016). The task is: Predict the product of the given reaction. Given the reactants [C:1]([O:5][C:6](=[O:25])[NH:7][CH:8]([C:18]1[CH:23]=[CH:22][C:21]([Cl:24])=[CH:20][CH:19]=1)[C:9]([C:11]1[CH:16]=[CH:15][C:14]([OH:17])=[CH:13][CH:12]=1)=[O:10])([CH3:4])([CH3:3])[CH3:2].[O:26]1[CH2:31][CH2:30][CH:29](O)[CH2:28][CH2:27]1, predict the reaction product. The product is: [C:1]([O:5][C:6](=[O:25])[NH:7][CH:8]([C:18]1[CH:19]=[CH:20][C:21]([Cl:24])=[CH:22][CH:23]=1)[C:9](=[O:10])[C:11]1[CH:16]=[CH:15][C:14]([O:17][CH:29]2[CH2:30][CH2:31][O:26][CH2:27][CH2:28]2)=[CH:13][CH:12]=1)([CH3:4])([CH3:2])[CH3:3].